From a dataset of Peptide-MHC class II binding affinity with 134,281 pairs from IEDB. Regression. Given a peptide amino acid sequence and an MHC pseudo amino acid sequence, predict their binding affinity value. This is MHC class II binding data. (1) The peptide sequence is YDKFLAGVSTVLTGK. The MHC is DRB1_0701 with pseudo-sequence DRB1_0701. The binding affinity (normalized) is 0.715. (2) The peptide sequence is TSQYRIQGKLEYRH. The binding affinity (normalized) is 0.489. The MHC is DRB1_0101 with pseudo-sequence DRB1_0101. (3) The peptide sequence is AVQVTFTVQKGSDPK. The MHC is DRB1_1201 with pseudo-sequence DRB1_1201. The binding affinity (normalized) is 0.164. (4) The peptide sequence is DKPSPFGVAHAGD. The MHC is HLA-DQA10501-DQB10301 with pseudo-sequence HLA-DQA10501-DQB10301. The binding affinity (normalized) is 0.0847.